This data is from Full USPTO retrosynthesis dataset with 1.9M reactions from patents (1976-2016). The task is: Predict the reactants needed to synthesize the given product. (1) Given the product [CH3:11][C:12]1[C:13]([CH2:19][NH:10][CH2:9][CH2:8][CH2:7][CH2:6][N:1]2[CH2:5][CH2:4][CH2:3][CH2:2]2)=[N:14][CH:15]=[C:16]([CH3:18])[CH:17]=1, predict the reactants needed to synthesize it. The reactants are: [N:1]1([CH2:6][CH2:7][CH2:8][CH2:9][NH2:10])[CH2:5][CH2:4][CH2:3][CH2:2]1.[CH3:11][C:12]1[C:13]([CH:19]=O)=[N:14][CH:15]=[C:16]([CH3:18])[CH:17]=1.C([O-])([O-])=O.[K+].[K+].[BH4-].[Na+]. (2) Given the product [Cl:1][C:2]1[CH:3]=[C:4]([N:10]2[CH:22]([CH:23]3[CH2:27][CH2:26][CH2:25][CH2:24]3)[CH:21]3[C:12]([C:13]4[CH:14]=[CH:15][C:16]([C:28]([NH2:33])=[O:30])=[N:17][C:18]=4[CH2:19][CH2:20]3)=[N:11]2)[CH:5]=[CH:6][C:7]=1[C:8]#[N:9], predict the reactants needed to synthesize it. The reactants are: [Cl:1][C:2]1[CH:3]=[C:4]([N:10]2[CH:22]([CH:23]3[CH2:27][CH2:26][CH2:25][CH2:24]3)[CH:21]3[C:12]([C:13]4[CH:14]=[CH:15][C:16]([C:28]([OH:30])=O)=[N:17][C:18]=4[CH2:19][CH2:20]3)=[N:11]2)[CH:5]=[CH:6][C:7]=1[C:8]#[N:9].CC[N:33](C(C)C)C(C)C.CN(C(ON1N=NC2C=CC=NC1=2)=[N+](C)C)C.F[P-](F)(F)(F)(F)F.CN(C=O)C. (3) Given the product [CH3:8][C:7]1[C:2]([C:21]2[CH:20]=[CH:19][C:18]3[C:23](=[CH:24][CH:25]=[C:16]([C:10]4[CH:15]=[CH:14][CH:13]=[CH:12][CH:11]=4)[CH:17]=3)[CH:22]=2)=[N:3][CH:4]=[C:5]([CH3:9])[N:6]=1, predict the reactants needed to synthesize it. The reactants are: Cl[C:2]1[C:7]([CH3:8])=[N:6][C:5]([CH3:9])=[CH:4][N:3]=1.[C:10]1([C:16]2[CH:17]=[C:18]3[C:23](=[CH:24][CH:25]=2)[CH:22]=[C:21](B(O)O)[CH:20]=[CH:19]3)[CH:15]=[CH:14][CH:13]=[CH:12][CH:11]=1.C(=O)([O-])[O-].[Na+].[Na+].